From a dataset of Forward reaction prediction with 1.9M reactions from USPTO patents (1976-2016). Predict the product of the given reaction. Given the reactants [Cl:1][C:2]1[C:3]([NH2:13])=[C:4]([NH2:12])[CH:5]=[C:6]([C:8]([F:11])([F:10])[F:9])[CH:7]=1.[CH3:14][C:15]1[C:16]([N:20]=[C:21]=[S:22])=[CH:17][S:18][CH:19]=1, predict the reaction product. The product is: [NH2:13][C:3]1[C:2]([Cl:1])=[CH:7][C:6]([C:8]([F:11])([F:10])[F:9])=[CH:5][C:4]=1[NH:12][C:21]([NH:20][C:16]1[C:15]([CH3:14])=[CH:19][S:18][CH:17]=1)=[S:22].